This data is from Forward reaction prediction with 1.9M reactions from USPTO patents (1976-2016). The task is: Predict the product of the given reaction. (1) Given the reactants [C:1]([O:5][C:6]([N:8]1[CH2:13][CH2:12][C:11]([C:29]2[CH:34]=[CH:33][C:32]([Cl:35])=[CH:31][CH:30]=2)([C:14]2[CH:19]=[CH:18][C:17](B3OC(C)(C)C(C)(C)O3)=[CH:16][CH:15]=2)[CH2:10][CH2:9]1)=[O:7])([CH3:4])([CH3:3])[CH3:2].[CH3:36][N:37]([CH3:50])[S:38]([N:41]1[C:45]([CH:46]2[CH2:48][CH2:47]2)=[C:44](Br)[CH:43]=[N:42]1)(=[O:40])=[O:39], predict the reaction product. The product is: [C:1]([O:5][C:6]([N:8]1[CH2:13][CH2:12][C:11]([C:29]2[CH:30]=[CH:31][C:32]([Cl:35])=[CH:33][CH:34]=2)([C:14]2[CH:15]=[CH:16][C:17]([C:44]3[CH:43]=[N:42][N:41]([S:38](=[O:39])(=[O:40])[N:37]([CH3:36])[CH3:50])[C:45]=3[CH:46]3[CH2:47][CH2:48]3)=[CH:18][CH:19]=2)[CH2:10][CH2:9]1)=[O:7])([CH3:4])([CH3:2])[CH3:3]. (2) The product is: [Cl:14][C:15]1[C:24]([NH:11][S:8]([C:5]2[CH:4]=[CH:3][C:2]([F:1])=[CH:7][CH:6]=2)(=[O:9])=[O:10])=[N:23][C:22]2[C:17]([N:16]=1)=[CH:18][CH:19]=[CH:20][CH:21]=2. Given the reactants [F:1][C:2]1[CH:7]=[CH:6][C:5]([S:8]([NH2:11])(=[O:10])=[O:9])=[CH:4][CH:3]=1.[OH-].[Li+].[Cl:14][C:15]1[C:24](Cl)=[N:23][C:22]2[C:17](=[CH:18][CH:19]=[CH:20][CH:21]=2)[N:16]=1.Cl, predict the reaction product. (3) Given the reactants C[O:2][C:3]([C:5]12[CH2:14][CH:9]3[CH2:10][CH:11]([CH2:13][CH:7]([CH:8]3[NH:15][C:16]([C:18]3([CH2:21][NH:22][S:23]([C:26]4[CH:31]=[CH:30][CH:29]=[CH:28][C:27]=4[F:32])(=[O:25])=[O:24])[CH2:20][CH2:19]3)=[O:17])[CH2:6]1)[CH2:12]2)=[O:4].Cl, predict the reaction product. The product is: [F:32][C:27]1[CH:28]=[CH:29][CH:30]=[CH:31][C:26]=1[S:23]([NH:22][CH2:21][C:18]1([C:16]([NH:15][CH:8]2[CH:7]3[CH2:6][C:5]4([C:3]([OH:4])=[O:2])[CH2:12][CH:11]([CH2:10][CH:9]2[CH2:14]4)[CH2:13]3)=[O:17])[CH2:19][CH2:20]1)(=[O:25])=[O:24].